This data is from Full USPTO retrosynthesis dataset with 1.9M reactions from patents (1976-2016). The task is: Predict the reactants needed to synthesize the given product. (1) Given the product [O:31]([C:28]1[CH:29]=[CH:30][C:25]([NH:24][C:23]([C:20]2[NH:21][C:22]3[C:18]([CH:19]=2)=[CH:17][C:16]([Cl:39])=[CH:15][C:14]=3[NH:13][CH:10]2[CH2:11][CH2:12][NH:8][CH2:9]2)=[O:38])=[CH:26][CH:27]=1)[C:32]1[CH:33]=[CH:34][CH:35]=[CH:36][CH:37]=1, predict the reactants needed to synthesize it. The reactants are: C(OC([N:8]1[CH2:12][CH2:11][CH:10]([NH:13][C:14]2[CH:15]=[C:16]([Cl:39])[CH:17]=[C:18]3[C:22]=2[NH:21][C:20]([C:23](=[O:38])[NH:24][C:25]2[CH:30]=[CH:29][C:28]([O:31][C:32]4[CH:37]=[CH:36][CH:35]=[CH:34][CH:33]=4)=[CH:27][CH:26]=2)=[CH:19]3)[CH2:9]1)=O)(C)(C)C.FC(F)(F)C(O)=O. (2) Given the product [Br:8][C:6]1[CH:7]=[C:2]([NH:1][S:19]([C:15]2[CH:16]=[CH:17][CH:18]=[C:13]([O:12][CH:11]([F:10])[F:23])[CH:14]=2)(=[O:21])=[O:20])[C:3]([Cl:9])=[N:4][CH:5]=1, predict the reactants needed to synthesize it. The reactants are: [NH2:1][C:2]1[C:3]([Cl:9])=[N:4][CH:5]=[C:6]([Br:8])[CH:7]=1.[F:10][CH:11]([F:23])[O:12][C:13]1[CH:14]=[C:15]([S:19](Cl)(=[O:21])=[O:20])[CH:16]=[CH:17][CH:18]=1.C(=O)([O-])[O-].[K+].[K+].